This data is from Ames mutagenicity test results for genotoxicity prediction. The task is: Regression/Classification. Given a drug SMILES string, predict its toxicity properties. Task type varies by dataset: regression for continuous values (e.g., LD50, hERG inhibition percentage) or binary classification for toxic/non-toxic outcomes (e.g., AMES mutagenicity, cardiotoxicity, hepatotoxicity). Dataset: ames. (1) The molecule is Nc1cc(Cl)c(Cl)c(Cl)c1. The result is 0 (non-mutagenic). (2) The molecule is O=[N+]([O-])c1ccc(-c2ccc([N+](=O)[O-])cc2[N+](=O)[O-])c([N+](=O)[O-])c1. The result is 1 (mutagenic).